Dataset: Reaction yield outcomes from USPTO patents with 853,638 reactions. Task: Predict the reaction yield, written as a fraction of the theoretical maximum amount of product (1.0 means a 100% yield; for example, 0.34 means a 34% yield). (1) The product is [S:1]1[CH:5]=[CH:4][CH:3]=[C:2]1[CH2:6][NH:7][CH2:10][CH2:9][C:8]([O:12][CH3:13])=[O:11]. The reactants are [S:1]1[CH:5]=[CH:4][CH:3]=[C:2]1[CH2:6][NH2:7].[C:8]([O:12][CH3:13])(=[O:11])[CH:9]=[CH2:10]. The catalyst is C(O)C. The yield is 0.990. (2) The reactants are Br[C:2]1[CH:3]=[N:4][N:5]([C:9]2[CH:24]=[CH:23][C:12]([C:13]([NH:15][CH2:16][CH:17]3[CH2:22][CH2:21][O:20][CH2:19][CH2:18]3)=[O:14])=[CH:11][N:10]=2)[C:6]=1[O:7][CH3:8].[CH3:25][O:26][C:27]1[C:32]([O:33][CH3:34])=[C:31](B(O)O)[CH:30]=[CH:29][N:28]=1.C(=O)(O)[O-].[Na+]. The catalyst is O1CCOCC1.O.CCOC(C)=O.C1C=CC(P(C2C=CC=CC=2)[C-]2C=CC=C2)=CC=1.C1C=CC(P(C2C=CC=CC=2)[C-]2C=CC=C2)=CC=1.Cl[Pd]Cl.[Fe+2].C(Cl)Cl. The product is [CH3:25][O:26][C:27]1[C:32]([O:33][CH3:34])=[C:31]([C:2]2[CH:3]=[N:4][N:5]([C:9]3[CH:24]=[CH:23][C:12]([C:13]([NH:15][CH2:16][CH:17]4[CH2:22][CH2:21][O:20][CH2:19][CH2:18]4)=[O:14])=[CH:11][N:10]=3)[C:6]=2[O:7][CH3:8])[CH:30]=[CH:29][N:28]=1. The yield is 0.427. (3) The reactants are C1(C)C=CC=CC=1OC1C=CC=CC=1[C@]([C@@H]1CCCNC1)(O)CCCCOC.CSC(SC)=C[N+]([O-])=O.CCN(C(C)C)C(C)C.[C:47]1([CH3:81])[CH:52]=[CH:51][CH:50]=[CH:49][C:48]=1[O:53][C:54]1[CH:59]=[CH:58][CH:57]=[CH:56][C:55]=1[C@:60]([C@@H:68]1[CH2:73][CH2:72][CH2:71][N:70]([C:74](SC)=[CH:75][N+:76]([O-:78])=[O:77])[CH2:69]1)([OH:67])[CH2:61][CH2:62][CH2:63][CH2:64][O:65][CH3:66].[NH:82]1[CH2:86][CH2:85][C@H:84]([NH:87][C:88](=[O:94])[O:89][C:90]([CH3:93])([CH3:92])[CH3:91])[CH2:83]1. The catalyst is CC#N. The product is [C:47]1([CH3:81])[CH:52]=[CH:51][CH:50]=[CH:49][C:48]=1[O:53][C:54]1[CH:59]=[CH:58][CH:57]=[CH:56][C:55]=1[C@:60]([C@@H:68]1[CH2:73][CH2:72][CH2:71][N:70]([C:74]([N:82]2[CH2:86][CH2:85][C@H:84]([NH:87][C:88](=[O:94])[O:89][C:90]([CH3:92])([CH3:91])[CH3:93])[CH2:83]2)=[CH:75][N+:76]([O-:78])=[O:77])[CH2:69]1)([OH:67])[CH2:61][CH2:62][CH2:63][CH2:64][O:65][CH3:66]. The yield is 0.150. (4) The reactants are [N+:1]([C:4]1[CH:10]=[CH:9][CH:8]=[C:7]([C:11]2[CH:16]=[CH:15][CH:14]=[CH:13][N:12]=2)[C:5]=1[NH2:6])([O-])=O. The catalyst is CCOC(C)=O.[Pd]. The product is [N:12]1[CH:13]=[CH:14][CH:15]=[CH:16][C:11]=1[C:7]1[CH:8]=[CH:9][CH:10]=[C:4]([NH2:1])[C:5]=1[NH2:6]. The yield is 0.890. (5) The reactants are [NH2:1][C@H:2]([C:6]1[CH:13]=[CH:12][C:9]([C:10]#[N:11])=[CH:8][CH:7]=1)[CH2:3][CH2:4][OH:5].[C:14]([O:18][C:19]([NH:21][C:22]1([C:37](O)=[O:38])[CH2:27][CH2:26][N:25]([C:28]2[C:29]3[CH:36]=[CH:35][NH:34][C:30]=3[N:31]=[CH:32][N:33]=2)[CH2:24][CH2:23]1)=[O:20])([CH3:17])([CH3:16])[CH3:15].CCN(C(C)C)C(C)C.F[P-](F)(F)(F)(F)F.N1(OC(N(C)C)=[N+](C)C)C2N=CC=CC=2N=N1. The catalyst is CC(N(C)C)=O. The product is [C:10]([C:9]1[CH:8]=[CH:7][C:6]([C@@H:2]([NH:1][C:37]([C:22]2([NH:21][C:19](=[O:20])[O:18][C:14]([CH3:16])([CH3:15])[CH3:17])[CH2:23][CH2:24][N:25]([C:28]3[C:29]4[CH:36]=[CH:35][NH:34][C:30]=4[N:31]=[CH:32][N:33]=3)[CH2:26][CH2:27]2)=[O:38])[CH2:3][CH2:4][OH:5])=[CH:13][CH:12]=1)#[N:11]. The yield is 0.464. (6) The reactants are [F:1][C:2]1[CH:19]=[C:18]([I:20])[CH:17]=[CH:16][C:3]=1[NH:4][C:5]1[C:6]([C:13]([OH:15])=O)=[CH:7][N:8]([CH3:12])[C:9](=[O:11])[CH:10]=1.C1N=CN(C(N2C=NC=C2)=O)C=1.[NH2:33][CH2:34][CH:35]([OH:37])[CH3:36]. The catalyst is C1COCC1.CN(C=O)C. The product is [F:1][C:2]1[CH:19]=[C:18]([I:20])[CH:17]=[CH:16][C:3]=1[NH:4][C:5]1[C:6]([C:13]([NH:33][CH2:34][CH:35]([OH:37])[CH3:36])=[O:15])=[CH:7][N:8]([CH3:12])[C:9](=[O:11])[CH:10]=1. The yield is 0.360.